Dataset: Catalyst prediction with 721,799 reactions and 888 catalyst types from USPTO. Task: Predict which catalyst facilitates the given reaction. (1) Reactant: [CH2:1]([C:5]1[N:6]=[C:7](SC)[NH:8][C:9](=[O:26])[C:10]=1[CH2:11][C:12]1[CH:17]=[CH:16][C:15]([C:18]2[C:19]([C:24]#[N:25])=[CH:20][CH:21]=[CH:22][CH:23]=2)=[CH:14][CH:13]=1)[CH2:2][CH2:3][CH3:4].O.[NH2:30][NH2:31]. Product: [CH2:1]([C:5]1[N:6]=[C:7]([NH:30][NH2:31])[NH:8][C:9](=[O:26])[C:10]=1[CH2:11][C:12]1[CH:17]=[CH:16][C:15]([C:18]2[C:19]([C:24]#[N:25])=[CH:20][CH:21]=[CH:22][CH:23]=2)=[CH:14][CH:13]=1)[CH2:2][CH2:3][CH3:4]. The catalyst class is: 51. (2) Reactant: [CH:1]1([C@@H:4]2[C@:9]([OH:11])([CH3:10])[C:8](=O)[CH2:7][C@H:6]([C:13]3[CH:18]=[CH:17][N:16]=[CH:15][C:14]=3[N+:19]([O-:21])=[O:20])[O:5]2)[CH2:3][CH2:2]1.[CH2:22]([NH2:29])[C:23]1[CH:28]=[CH:27][CH:26]=[CH:25][CH:24]=1.[Li+].[BH4-]. Product: [CH2:22]([NH:29][CH:8]1[CH2:7][C@H:6]([C:13]2[CH:18]=[CH:17][N:16]=[CH:15][C:14]=2[N+:19]([O-:21])=[O:20])[O:5][C@H:4]([CH:1]2[CH2:2][CH2:3]2)[C@@:9]1([CH3:10])[OH:11])[C:23]1[CH:28]=[CH:27][CH:26]=[CH:25][CH:24]=1. The catalyst class is: 5. (3) Reactant: [CH:1]([C:3]1[S:7][C:6]2[CH:8]=[C:9]([O:12][CH3:13])[CH:10]=[CH:11][C:5]=2[C:4]=1[O:14][C:15]1[CH:20]=[CH:19][C:18](/[CH:21]=[CH:22]/[C:23]([O:25][CH3:26])=[O:24])=[CH:17][CH:16]=1)=[O:2].[N+:27]([CH:29](S(C1C=CC(C)=CC=1)(=O)=O)[CH:30]([CH3:32])[CH3:31])#[C-:28].C[O-].[Na+]. Product: [CH:30]([C:29]1[N:27]=[CH:28][O:2][C:1]=1[C:3]1[S:7][C:6]2[CH:8]=[C:9]([O:12][CH3:13])[CH:10]=[CH:11][C:5]=2[C:4]=1[O:14][C:15]1[CH:20]=[CH:19][C:18](/[CH:21]=[CH:22]/[C:23]([O:25][CH3:26])=[O:24])=[CH:17][CH:16]=1)([CH3:32])[CH3:31]. The catalyst class is: 5. (4) Reactant: [H-].[Na+].[CH3:3][O:4][C:5]1[CH:10]=[CH:9][CH:8]=[CH:7][C:6]=1[CH2:11][NH:12][C:13]1[CH:20]=[CH:19][C:16]([C:17]#[N:18])=[C:15]([C:21]([F:24])([F:23])[F:22])[CH:14]=1.Br[CH:26]([CH3:32])[C:27]([N:29]([CH3:31])[CH3:30])=[O:28]. Product: [C:17]([C:16]1[CH:19]=[CH:20][C:13]([N:12]([CH2:11][C:6]2[CH:7]=[CH:8][CH:9]=[CH:10][C:5]=2[O:4][CH3:3])[C@H:26]([C:27]([N:29]([CH3:31])[CH3:30])=[O:28])[CH3:32])=[CH:14][C:15]=1[C:21]([F:22])([F:23])[F:24])#[N:18]. The catalyst class is: 3.